The task is: Predict the product of the given reaction.. This data is from Forward reaction prediction with 1.9M reactions from USPTO patents (1976-2016). (1) Given the reactants [Cl:1][C:2]1[CH:3]=[C:4]([CH:9]=[C:10]([I:14])[C:11]=1[O:12][CH3:13])[C:5]([O:7]C)=[O:6].O.[OH-].[Li+], predict the reaction product. The product is: [Cl:1][C:2]1[CH:3]=[C:4]([CH:9]=[C:10]([I:14])[C:11]=1[O:12][CH3:13])[C:5]([OH:7])=[O:6]. (2) Given the reactants [F:1][C:2]1[CH:7]=[C:6]([I:8])[CH:5]=[C:4]([F:9])[C:3]=1[C@@H:10]1[C:15]2[NH:16][C:17]3[C:22]([C:14]=2[CH2:13][C@@H:12]([CH3:23])[NH:11]1)=[CH:21][CH:20]=[CH:19][CH:18]=3.C(=O)(O)[O-].[Na+].[CH3:29][CH:30]([CH3:34])[C:31](Cl)=[O:32].C(N(C(C)C)CC)(C)C, predict the reaction product. The product is: [F:9][C:4]1[CH:5]=[C:6]([I:8])[CH:7]=[C:2]([F:1])[C:3]=1[C@@H:10]1[C:15]2[NH:16][C:17]3[C:22]([C:14]=2[CH2:13][C@@H:12]([CH3:23])[N:11]1[C:31](=[O:32])[CH:30]([CH3:34])[CH3:29])=[CH:21][CH:20]=[CH:19][CH:18]=3. (3) Given the reactants [NH2:1][C:2]1[C:3]([C:10]([NH:12][C:13](=[NH:34])[NH:14][CH2:15][CH2:16][CH2:17][CH2:18][C:19]2[C:28]3[C:23](=[CH:24][CH:25]=[CH:26][CH:27]=3)[C:22]([O:29][CH2:30][CH2:31][CH2:32][NH2:33])=[CH:21][CH:20]=2)=[O:11])=[N:4][C:5]([Cl:9])=[C:6]([NH2:8])[N:7]=1.[CH3:35][S:36]([OH:39])(=[O:38])=[O:37], predict the reaction product. The product is: [CH3:35][S:36]([OH:39])(=[O:38])=[O:37].[CH3:35][S:36]([OH:39])(=[O:38])=[O:37].[NH2:1][C:2]1[C:3]([C:10]([NH:12][C:13](=[NH:34])[NH:14][CH2:15][CH2:16][CH2:17][CH2:18][C:19]2[C:28]3[C:23](=[CH:24][CH:25]=[CH:26][CH:27]=3)[C:22]([O:29][CH2:30][CH2:31][CH2:32][NH2:33])=[CH:21][CH:20]=2)=[O:11])=[N:4][C:5]([Cl:9])=[C:6]([NH2:8])[N:7]=1. (4) Given the reactants [F:1][C:2]1[CH:7]=[CH:6][CH:5]=[C:4]([N+:8]([O-:10])=[O:9])[C:3]=1[OH:11].C([O-])([O-])=O.[K+].[K+].[CH2:18](Br)[C:19]1[CH:24]=[CH:23][CH:22]=[CH:21][CH:20]=1, predict the reaction product. The product is: [F:1][C:2]1[CH:7]=[CH:6][CH:5]=[C:4]([N+:8]([O-:10])=[O:9])[C:3]=1[O:11][CH2:18][C:19]1[CH:24]=[CH:23][CH:22]=[CH:21][CH:20]=1. (5) Given the reactants [CH3:1][C:2]1[N:7]=[C:6]2[S:8][C:9]3[CH2:14][CH2:13][CH2:12][CH2:11][C:10]=3[C:5]2=[C:4]([C:15]2[CH:20]=[CH:19][C:18]([CH3:21])=[CH:17][CH:16]=2)[C:3]=1[CH2:22][C:23]([O:25][CH3:26])=[O:24].ClC1C(=O)C(C#N)=C(C#N)C(=O)C=1Cl, predict the reaction product. The product is: [CH3:1][C:2]1[N:7]=[C:6]2[S:8][C:9]3[CH:14]=[CH:13][CH:12]=[CH:11][C:10]=3[C:5]2=[C:4]([C:15]2[CH:20]=[CH:19][C:18]([CH3:21])=[CH:17][CH:16]=2)[C:3]=1[CH2:22][C:23]([O:25][CH3:26])=[O:24].